This data is from Reaction yield outcomes from USPTO patents with 853,638 reactions. The task is: Predict the reaction yield, written as a fraction of the theoretical maximum amount of product (1.0 means a 100% yield; for example, 0.34 means a 34% yield). (1) The reactants are [OH:1][C@H:2]1[CH2:19][CH2:18][C@@:17]2([CH3:20])[C@:4]3([O:22][C@H:5]3[CH2:6][C@@H:7]3[C@@H:16]2[CH2:15][CH2:14][C@@:12]2([CH3:13])[C@H:8]3[CH2:9][CH2:10][C:11]2=[O:21])[CH2:3]1.[OH:23][C@H]1CC[C@@]2(C)[C@@]3(O[C@@H]3C[C@@H]3[C@@H]2CC[C@@]2(C)[C@H]3CCC2=O)C1.CC(O)C. The catalyst is CC(C)=O.CC(C)=O.OS(O)(=O)=O.O=[Cr](=O)=O. The product is [OH:22][C@:4]12[CH2:3][C:2](=[O:1])[CH2:19][CH2:18][C@:17]1([CH3:20])[C@@H:16]1[C@H:7]([C@H:8]3[C@@:12]([CH2:14][CH2:15]1)([CH3:13])[C:11](=[O:21])[CH2:10][CH2:9]3)[CH2:6][C:5]2=[O:23]. The yield is 0.750. (2) The catalyst is C(Cl)Cl. The reactants are [Cl:1][C:2]1[CH:7]=[CH:6][C:5]([F:8])=[CH:4][C:3]=1[C@H:9]1[CH2:13][CH2:12][CH2:11][N:10]1[C:14]1[CH:19]=[CH:18][N:17]2[N:20]=[CH:21][C:22]([NH2:23])=[C:16]2[N:15]=1.C1N=CN([C:29]([N:31]2[CH:35]=N[CH:33]=[CH:32]2)=[O:30])C=1.Cl.N1CC([OH:41])C1.CCN(C(C)C)C(C)C. The yield is 0.850. The product is [Cl:1][C:2]1[CH:7]=[CH:6][C:5]([F:8])=[CH:4][C:3]=1[C@H:9]1[CH2:13][CH2:12][CH2:11][N:10]1[C:14]1[CH:19]=[CH:18][N:17]2[N:20]=[CH:21][C:22]([NH:23][C:29]([N:31]3[CH2:32][CH:33]([OH:41])[CH2:35]3)=[O:30])=[C:16]2[N:15]=1. (3) The reactants are [Br:1][C:2]1[CH:7]=[C:6]([N+:8]([O-])=O)[CH:5]=[CH:4][C:3]=1[Cl:11].O.[Cl-].N. The catalyst is C(O)C.[Fe]. The product is [Br:1][C:2]1[CH:7]=[C:6]([NH2:8])[CH:5]=[CH:4][C:3]=1[Cl:11]. The yield is 0.920. (4) The reactants are [N:1]1([C:7]2[CH:14]=[CH:13][C:10]([CH:11]=O)=[C:9]([C:15]([F:18])([F:17])[F:16])[CH:8]=2)[CH2:6][CH2:5][O:4][CH2:3][CH2:2]1.[CH3:19][C@@H:20]1[CH2:25][NH:24][CH2:23][CH2:22][N:21]1[C:26]([O:28][C:29]([CH3:32])([CH3:31])[CH3:30])=[O:27].ClCCCl.C(O[BH-](OC(=O)C)OC(=O)C)(=O)C.[Na+]. The catalyst is O. The product is [CH3:19][C@@H:20]1[CH2:25][N:24]([CH2:11][C:10]2[CH:13]=[CH:14][C:7]([N:1]3[CH2:6][CH2:5][O:4][CH2:3][CH2:2]3)=[CH:8][C:9]=2[C:15]([F:18])([F:17])[F:16])[CH2:23][CH2:22][N:21]1[C:26]([O:28][C:29]([CH3:30])([CH3:32])[CH3:31])=[O:27]. The yield is 0.990. (5) The reactants are C(Cl)(=O)C(Cl)=O.[O:7]=[C:8]([C:12]1[S:13][CH:14]=[CH:15][CH:16]=1)[C:9]([OH:11])=[O:10].[N:17]12[CH2:24][CH2:23][CH:20]([CH2:21][CH2:22]1)[C@@H:19](O)[CH2:18]2. The catalyst is CN(C)C=O.C(Cl)(Cl)Cl. The product is [N:17]12[CH2:24][CH2:23][CH:20]([CH2:21][CH2:22]1)[C@@H:19]([O:10][C:9](=[O:11])[C:8](=[O:7])[C:12]1[S:13][CH:14]=[CH:15][CH:16]=1)[CH2:18]2. The yield is 0.926. (6) The reactants are N(C(OC(C)(C)C)=O)=NC(OC(C)(C)C)=O.C(P(CCCC)CCCC)CCC.[C:30]1([C@@H:36]([NH:38][C:39](=[O:48])[CH2:40][C@H:41]([CH2:46]O)[CH2:42][CH2:43][CH2:44][CH3:45])[CH3:37])[CH:35]=[CH:34][CH:33]=[CH:32][CH:31]=1.C([O-])(O)=O.[Na+]. The catalyst is O1CCCC1. The product is [CH2:42]([C@H:41]1[CH2:46][N:38]([C@H:36]([C:30]2[CH:35]=[CH:34][CH:33]=[CH:32][CH:31]=2)[CH3:37])[C:39](=[O:48])[CH2:40]1)[CH2:43][CH2:44][CH3:45]. The yield is 0.820. (7) The reactants are [N:1]1([C:7]2[C:8]3[CH:25]=[CH:24][N:23]([CH2:26][C:27]([F:30])([F:29])[F:28])[C:9]=3[N:10]=[C:11]([C:13]3[CH:22]=[CH:21][C:16]4[NH:17][C:18]([NH2:20])=[N:19][C:15]=4[CH:14]=3)[N:12]=2)[CH2:6][CH2:5][O:4][CH2:3][CH2:2]1.C1COCC1.CCN(CC)CC.[N:43]([C:46]1[CH:47]=[N:48][CH:49]=[CH:50][CH:51]=1)=[C:44]=[O:45]. The catalyst is C(Cl)(Cl)Cl. The product is [N:1]1([C:7]2[C:8]3[CH:25]=[CH:24][N:23]([CH2:26][C:27]([F:29])([F:30])[F:28])[C:9]=3[N:10]=[C:11]([C:13]3[CH:22]=[CH:21][C:16]4[NH:17][C:18]([NH:20][C:44]([NH:43][C:46]5[CH:47]=[N:48][CH:49]=[CH:50][CH:51]=5)=[O:45])=[N:19][C:15]=4[CH:14]=3)[N:12]=2)[CH2:6][CH2:5][O:4][CH2:3][CH2:2]1. The yield is 0.660. (8) The reactants are [N:1]([C:4]1[CH:5]=[CH:6][C:7]([O:10][CH3:11])=[N:8][CH:9]=1)=[C:2]=[S:3].Cl.[CH3:13][C:14]1[CH:26]=[CH:25][CH:24]=[CH:23][C:15]=1[O:16][CH:17]1[CH2:22][CH2:21][NH:20][CH2:19][CH2:18]1.C(N(CC)C(C)C)(C)C. The catalyst is ClCCl. The product is [CH3:11][O:10][C:7]1[N:8]=[CH:9][C:4]([NH:1][C:2]([N:20]2[CH2:21][CH2:22][CH:17]([O:16][C:15]3[CH:23]=[CH:24][CH:25]=[CH:26][C:14]=3[CH3:13])[CH2:18][CH2:19]2)=[S:3])=[CH:5][CH:6]=1. The yield is 0.850. (9) The catalyst is C(Cl)Cl. The yield is 0.880. The reactants are [CH3:1][C:2]1[N:3]([CH2:11][C:12]([O:14][CH3:15])=[O:13])[C:4]2[C:9]([CH:10]=1)=[CH:8][CH:7]=[CH:6][CH:5]=2.[CH2:16]([N:23]1[C:28](=[O:29])[CH:27]=[CH:26][C:25]([CH:30]=O)=[N:24]1)[C:17]1[CH:22]=[CH:21][CH:20]=[CH:19][CH:18]=1.C([SiH](CC)CC)C.FC(F)(F)C(O)=O. The product is [CH2:16]([N:23]1[C:28](=[O:29])[CH:27]=[CH:26][C:25]([CH2:30][C:10]2[C:9]3[C:4](=[CH:5][CH:6]=[CH:7][CH:8]=3)[N:3]([CH2:11][C:12]([O:14][CH3:15])=[O:13])[C:2]=2[CH3:1])=[N:24]1)[C:17]1[CH:18]=[CH:19][CH:20]=[CH:21][CH:22]=1. (10) The reactants are [CH3:1][O:2][C:3](=[O:32])[C:4]1[CH:9]=[CH:8][C:7]([CH2:10][N:11]2[CH:15]=[C:14]([C:16]3[CH:21]=[CH:20][C:19]([Cl:22])=[CH:18][C:17]=3[Cl:23])[N:13]=[C:12]2[CH2:24][C:25]2[CH:30]=[CH:29][C:28](Br)=[CH:27][CH:26]=2)=[CH:6][CH:5]=1.[F:33][C:34]([F:46])([F:45])[O:35][C:36]1[CH:37]=[C:38](B(O)O)[CH:39]=[CH:40][CH:41]=1. No catalyst specified. The product is [CH3:1][O:2][C:3](=[O:32])[C:4]1[CH:9]=[CH:8][C:7]([CH2:10][N:11]2[CH:15]=[C:14]([C:16]3[CH:21]=[CH:20][C:19]([Cl:22])=[CH:18][C:17]=3[Cl:23])[N:13]=[C:12]2[CH2:24][C:25]2[CH:30]=[CH:29][C:28]([C:38]3[CH:39]=[CH:40][CH:41]=[C:36]([O:35][C:34]([F:33])([F:45])[F:46])[CH:37]=3)=[CH:27][CH:26]=2)=[CH:6][CH:5]=1. The yield is 0.720.